This data is from Forward reaction prediction with 1.9M reactions from USPTO patents (1976-2016). The task is: Predict the product of the given reaction. (1) The product is: [NH2:6][C:5]1[CH:7]=[C:8]([C:9]([F:12])([F:11])[F:10])[C:2]([C:28]2[CH:33]=[CH:32][C:31]([S:34]([CH2:37][C@@H:38]3[CH2:42][CH2:41][CH2:40][N:39]3[C:43]([O:45][C:46]([CH3:49])([CH3:48])[CH3:47])=[O:44])(=[O:36])=[O:35])=[CH:30][CH:29]=2)=[C:3]([Cl:13])[CH:4]=1. Given the reactants Br[C:2]1[C:8]([C:9]([F:12])([F:11])[F:10])=[CH:7][C:5]([NH2:6])=[CH:4][C:3]=1[Cl:13].C(=O)([O-])[O-].[Na+].[Na+].CC1(C)C(C)(C)OB([C:28]2[CH:33]=[CH:32][C:31]([S:34]([CH2:37][C@@H:38]3[CH2:42][CH2:41][CH2:40][N:39]3[C:43]([O:45][C:46]([CH3:49])([CH3:48])[CH3:47])=[O:44])(=[O:36])=[O:35])=[CH:30][CH:29]=2)O1.O, predict the reaction product. (2) Given the reactants [N+:1]([C:4]1[CH:5]=[N:6][N:7]([CH2:9][CH2:10][OH:11])[CH:8]=1)([O-:3])=[O:2].[H-].[Na+].Cl[C:15]1[N:20]=[C:19]([O:21][CH3:22])[CH:18]=[C:17]([O:23][CH3:24])[N:16]=1, predict the reaction product. The product is: [CH3:24][O:23][C:17]1[CH:18]=[C:19]([O:21][CH3:22])[N:20]=[C:15]([O:11][CH2:10][CH2:9][N:7]2[CH:8]=[C:4]([N+:1]([O-:3])=[O:2])[CH:5]=[N:6]2)[N:16]=1. (3) Given the reactants [C:1](Cl)(=[O:5])[C:2](Cl)=O.[F:7][C:8]([F:22])([F:21])[C:9]1[CH:20]=[CH:19][C:12]2[S:13][C:14]([C:16](O)=[O:17])=[CH:15][C:11]=2[CH:10]=1, predict the reaction product. The product is: [F:21][C:8]([F:7])([F:22])[C:9]1[CH:20]=[CH:19][C:12]2[S:13][C:14]([C:16]([O:5][CH2:1][CH3:2])=[O:17])=[CH:15][C:11]=2[CH:10]=1. (4) The product is: [C:14]([C:13]1[C:8]2[N:9]([CH:22]=[C:6]([C:4]([OH:3])=[O:5])[N:7]=2)[CH:10]=[C:11]([C:16]2[CH:21]=[CH:20][CH:19]=[CH:18][CH:17]=2)[CH:12]=1)(=[O:31])[NH2:15]. Given the reactants C([O:3][C:4]([C:6]1[N:7]=[C:8]2[C:13]([C:14]#[N:15])=[CH:12][C:11]([C:16]3[CH:21]=[CH:20][CH:19]=[CH:18][CH:17]=3)=[CH:10][N:9]2[CH:22]=1)=[O:5])C.[Br-].C1(B(O)[OH:31])C=CC=CC=1.[OH-].[Na+], predict the reaction product. (5) Given the reactants [Si]([O:8][C@H:9]1[C@@:36]2([CH3:37])[C:13](=[CH:14][CH:15]=[C:16]3[C@@H:35]2[CH2:34][CH2:33][C@@:32]2([CH3:38])[C@H:17]3[CH2:18][CH:19]=[C:20]2[C@@H:21]([S:23][CH2:24][CH2:25][C:26]([CH2:30][CH3:31])([OH:29])[CH2:27][CH3:28])[CH3:22])[CH2:12][C@@H:11]([OH:39])[CH2:10]1)(C(C)(C)C)(C)C.[F-].C([N+](CCCC)(CCCC)CCCC)CCC, predict the reaction product. The product is: [OH:8][C@@H:9]1[C@@:36]2([CH3:37])[C:13](=[CH:14][CH:15]=[C:16]3[C@@H:35]2[CH2:34][CH2:33][C@@:32]2([CH3:38])[C@H:17]3[CH2:18][CH:19]=[C:20]2[C@@H:21]([S:23][CH2:24][CH2:25][C:26]([CH2:30][CH3:31])([OH:29])[CH2:27][CH3:28])[CH3:22])[CH2:12][C@@H:11]([OH:39])[CH2:10]1. (6) Given the reactants F[C:2]1[N:7]2[CH:8]=[C:9]([CH2:11][N:12]([CH3:23])[CH:13]3[C:22]4[N:21]=[CH:20][CH:19]=[CH:18][C:17]=4[CH2:16][CH2:15][CH2:14]3)[N:10]=[C:6]2[CH:5]=[CH:4][CH:3]=1.[CH3:24][N:25]1[CH2:30][CH2:29][NH:28][CH2:27][CH2:26]1, predict the reaction product. The product is: [CH3:23][N:12]([CH2:11][C:9]1[N:10]=[C:6]2[CH:5]=[CH:4][CH:3]=[C:2]([N:28]3[CH2:29][CH2:30][N:25]([CH3:24])[CH2:26][CH2:27]3)[N:7]2[CH:8]=1)[CH:13]1[C:22]2[N:21]=[CH:20][CH:19]=[CH:18][C:17]=2[CH2:16][CH2:15][CH2:14]1. (7) Given the reactants [C:1]1(/[C:7](/[CH3:14])=[CH:8]/[C:9]([O:11][CH2:12][CH3:13])=[O:10])[CH:6]=[CH:5][CH:4]=[CH:3][CH:2]=1.N(C(C)(C)C#N)=NC(C)(C)C#N.[Br:27]N1C(=O)CCC1=O, predict the reaction product. The product is: [Br:27][CH2:14]/[C:7](/[C:1]1[CH:6]=[CH:5][CH:4]=[CH:3][CH:2]=1)=[CH:8]/[C:9]([O:11][CH2:12][CH3:13])=[O:10].